This data is from Reaction yield outcomes from USPTO patents with 853,638 reactions. The task is: Predict the reaction yield, written as a fraction of the theoretical maximum amount of product (1.0 means a 100% yield; for example, 0.34 means a 34% yield). (1) The reactants are [C:1]([CH2:4][CH2:5][N:6]1[CH:10]=[CH:9][CH:8]=[CH:7]1)(O)=[O:2].[H-].[H-].[H-].[H-].[Li+].[Al+3]. The catalyst is C1COCC1. The product is [OH:2][CH2:1][CH2:4][CH2:5][N:6]1[CH:10]=[CH:9][CH:8]=[CH:7]1. The yield is 0.800. (2) The reactants are C(OC([N:8]1[C:16]2[C:11](=[CH:12][CH:13]=[CH:14][CH:15]=2)[CH:10]=[C:9]1B(O)O)=O)(C)(C)C.[Br:20][C:21]1[CH:22]=[C:23](Br)[C:24]2[N:25]([CH:27]=[C:28]([CH3:30])[N:29]=2)[CH:26]=1.[O-]P([O-])([O-])=O.[K+].[K+].[K+]. The catalyst is CN(C=O)C.CCOC(C)=O.C1C=CC(P(C2C=CC=CC=2)[C-]2C=CC=C2)=CC=1.C1C=CC(P(C2C=CC=CC=2)[C-]2C=CC=C2)=CC=1.Cl[Pd]Cl.[Fe+2]. The product is [Br:20][C:21]1[CH:22]=[C:23]([C:9]2[NH:8][C:16]3[C:11]([CH:10]=2)=[CH:12][CH:13]=[CH:14][CH:15]=3)[C:24]2[N:25]([CH:27]=[C:28]([CH3:30])[N:29]=2)[CH:26]=1. The yield is 0.307. (3) The reactants are [OH-].[Li+].[CH2:3]([S:6][C:7]1[N:12]=[C:11]([N:13]2[CH2:18][CH2:17][CH2:16][C@@H:15]([CH2:19][C:20]([O:22]C)=[O:21])[CH2:14]2)[CH:10]=[CH:9][C:8]=1[C:24](=[O:32])[NH:25][CH:26]1[CH2:31][CH2:30][O:29][CH2:28][CH2:27]1)[CH2:4][CH3:5].Cl. The catalyst is O.CO.C1COCC1.CCOC(C)=O. The product is [CH2:3]([S:6][C:7]1[N:12]=[C:11]([N:13]2[CH2:18][CH2:17][CH2:16][C@@H:15]([CH2:19][C:20]([OH:22])=[O:21])[CH2:14]2)[CH:10]=[CH:9][C:8]=1[C:24](=[O:32])[NH:25][CH:26]1[CH2:31][CH2:30][O:29][CH2:28][CH2:27]1)[CH2:4][CH3:5]. The yield is 1.00. (4) The reactants are [OH:1][C:2]1[CH:3]=[C:4]([C:8]2[C:9]([C:14]#[N:15])=[CH:10][CH:11]=[CH:12][CH:13]=2)[CH:5]=[CH:6][CH:7]=1.N1C=CC=CC=1.[F:22][C:23]([F:36])([F:35])[S:24](O[S:24]([C:23]([F:36])([F:35])[F:22])(=[O:26])=[O:25])(=[O:26])=[O:25]. The catalyst is ClCCl. The product is [C:14]([C:9]1[CH:10]=[CH:11][CH:12]=[CH:13][C:8]=1[C:4]1[CH:5]=[CH:6][CH:7]=[C:2]([O:1][S:24]([C:23]([F:36])([F:35])[F:22])(=[O:26])=[O:25])[CH:3]=1)#[N:15]. The yield is 0.670.